This data is from Peptide-MHC class I binding affinity with 185,985 pairs from IEDB/IMGT. The task is: Regression. Given a peptide amino acid sequence and an MHC pseudo amino acid sequence, predict their binding affinity value. This is MHC class I binding data. The peptide sequence is SLFYTFAISY. The MHC is HLA-A33:01 with pseudo-sequence HLA-A33:01. The binding affinity (normalized) is 0.0418.